Predict which catalyst facilitates the given reaction. From a dataset of Catalyst prediction with 721,799 reactions and 888 catalyst types from USPTO. (1) Reactant: [Cl:1][C:2]1[C:15]([Cl:16])=[CH:14][C:5]2[NH:6][C:7]([CH2:9][C:10]([F:13])([F:12])[F:11])=[N:8][C:4]=2[CH:3]=1.[H-].[Na+].Br[CH2:20][C:21]([C:23]1[CH:28]=[CH:27][C:26]([O:29][CH3:30])=[CH:25][C:24]=1[O:31][CH3:32])=[O:22]. Product: [Cl:16][C:15]1[C:2]([Cl:1])=[CH:3][C:4]2[N:8]([CH2:20][C:21]([C:23]3[CH:28]=[CH:27][C:26]([O:29][CH3:30])=[CH:25][C:24]=3[O:31][CH3:32])=[O:22])[C:7]([CH2:9][C:10]([F:12])([F:13])[F:11])=[N:6][C:5]=2[CH:14]=1. The catalyst class is: 3. (2) Reactant: Cl[C:2]1[CH:7]=[C:6]([Cl:8])[N:5]=[C:4]([CH2:9][Cl:10])[N:3]=1.[CH2:11]([N:13](CC)[CH2:14][CH3:15])[CH3:12].N1CCCC1.O. Product: [Cl:8][C:6]1[CH:7]=[C:2]([N:13]2[CH2:14][CH2:15][CH2:12][CH2:11]2)[N:3]=[C:4]([CH2:9][Cl:10])[N:5]=1. The catalyst class is: 9. (3) Reactant: [Br:1][C:2]1[CH:3]=[CH:4][C:5]2[C:11]3[S:12][C:13]([C:15]([OH:17])=O)=[CH:14][C:10]=3[CH2:9][CH2:8][O:7][C:6]=2[CH:18]=1.CCN=C=NCCCN(C)C.[C:30]([NH:37][C:38](=[NH:41])[S:39][CH3:40])([O:32][C:33]([CH3:36])([CH3:35])[CH3:34])=[O:31]. Product: [Br:1][C:2]1[CH:3]=[CH:4][C:5]2[C:11]3[S:12][C:13]([C:15]([N:41]=[C:38]([S:39][CH3:40])[NH:37][C:30]([O:32][C:33]([CH3:34])([CH3:35])[CH3:36])=[O:31])=[O:17])=[CH:14][C:10]=3[CH2:9][CH2:8][O:7][C:6]=2[CH:18]=1. The catalyst class is: 64. (4) Reactant: [CH3:1][O:2][C:3]1[C:12]([O:13][CH3:14])=[C:11]([O:15][CH3:16])[CH:10]=[C:9]2[C:4]=1[CH:5]=[CH:6][C:7]([CH:17]=[CH:18][C:19]([C:21]1[CH:29]=[CH:28][C:24]([C:25](O)=[O:26])=[CH:23][CH:22]=1)=[O:20])=[N:8]2.C(N(C(C)C)C(C)C)C.O[N:40]1[C:44]2C=[CH:46][CH:47]=[CH:48][C:43]=2N=N1.[OH2:49].Cl.N1CCCCC1.C(N=C=NCCCN(C)C)C. Product: [CH3:1][O:2][C:3]1[C:12]([O:13][CH3:14])=[C:11]([O:15][CH3:16])[CH:10]=[C:9]2[C:4]=1[CH:5]=[CH:6][C:7]([CH:17]=[CH:18][C:19]([C:21]1[CH:22]=[CH:23][C:24]([C:25]([N:40]3[CH2:46][CH2:47][C:48](=[O:49])[CH2:43][CH2:44]3)=[O:26])=[CH:28][CH:29]=1)=[O:20])=[N:8]2. The catalyst class is: 7. (5) Reactant: BrCC1C=CC2[N:7]=[C:8]([CH:10]3[CH2:15][CH2:14][CH2:13][CH2:12][CH2:11]3)SC=2C=1.C(C1SC2C=C(C)C=CC=2N=1)C1C=CC=CC=1.C1C(=O)N(Br)[C:37](=[O:38])[CH2:36]1.CC(N=NC(C#N)(C)C)(C#N)C.C(Cl)(Cl)[Cl:56]. Product: [ClH:56].[CH2:37]([O:38][C:8]([CH:10]1[CH2:11][CH2:12][CH2:13][CH2:14][CH2:15]1)=[NH:7])[CH3:36]. The catalyst class is: 53.